Dataset: CYP3A4 inhibition data for predicting drug metabolism from PubChem BioAssay. Task: Regression/Classification. Given a drug SMILES string, predict its absorption, distribution, metabolism, or excretion properties. Task type varies by dataset: regression for continuous measurements (e.g., permeability, clearance, half-life) or binary classification for categorical outcomes (e.g., BBB penetration, CYP inhibition). Dataset: cyp3a4_veith. (1) The result is 0 (non-inhibitor). The molecule is CN1CC[C@@]2(CCCN(C(=O)c3cccc(F)c3)C2)C1. (2) The molecule is CCC(=O)NC(Nc1sc2c(c1C(=O)OC)CCCC2)(C(F)(F)F)C(F)(F)F. The result is 0 (non-inhibitor).